This data is from Experimentally validated miRNA-target interactions with 360,000+ pairs, plus equal number of negative samples. The task is: Binary Classification. Given a miRNA mature sequence and a target amino acid sequence, predict their likelihood of interaction. (1) The miRNA is hsa-miR-99a-3p with sequence CAAGCUCGCUUCUAUGGGUCUG. The protein sequence of the target gene is MEGLSDVASFATKLKNTLIQYHSIEEDKWRVAKKTKDVTVWRKPSEEFNGYLYKAQGVIDDLVYSIIDHIRPGPCRLDWDSLMTSLDILENFEENCCVMRYTTAGQLWNIISPREFVDFSYTVGYKEGLLSCGISLDWDEKRPEFVRGYNHPCGWFCVPLKDNPNQSLLTGYIQTDLRGMIPQSAVDTAMASTLTNFYGDLRKAL. Result: 0 (no interaction). (2) The miRNA is hsa-miR-1271-5p with sequence CUUGGCACCUAGCAAGCACUCA. The protein sequence of the target gene is MADMQNLVERLERAVGRLEAVSHTSDMHRGYADSPSKAGAAPYVQAFDSLLAGPVAEYLKISKEIGGDVQKHAEMVHTGLKLERALLVTASQCQQPAENKLSDLLAPISEQIKEVITFREKNRGSKLFNHLSAVSESIQALGWVAMAPKPGPYVKEMNDAAMFYTNRVLKEYKDVDKKHVDWVKAYLSIWTELQAYIKEFHTTGLAWSKTGPVAKELSGLPSGPSAGSCPPPPPPCPPPPPVSTISCSYESASRSSLFAQINQGESITHALKHVSDDMKTHKNPALKAQSGPVRSGPKPF.... Result: 0 (no interaction). (3) The miRNA is hsa-miR-4520-5p with sequence CCUGCGUGUUUUCUGUCCAA. The protein sequence of the target gene is MWKLGRGRVLLDEPPEEEDGLRGGPPPAAAAAAQAQVQGASFRGWKEVTSLFNKDDEQHLLERCKSPKSKGTNLRLKEELKAEKKSGFWDNLVLKQNIQSKKPDEIEGWEPPKLALEDISADPEDTVGGHPSWSGWEDDAKGSTKYTSLASSANSSRWSLRAAGRLVSIRRQSKGHLTDSPEEAE. Result: 0 (no interaction). (4) The miRNA is hsa-miR-3122 with sequence GUUGGGACAAGAGGACGGUCUU. The protein sequence of the target gene is MDSQELKTLINYYCQERYFHHVLLVASEGIKRYGSDPVFRFYHAYGTLMEGKTQEALREFEAIKNKQDVSLCSLLALIYAHKMSPNPDREAILESDARVKEQRKGAGEKALYHAGLFLWHIGRHDKAREYIDRMIKISDGSKQGHVLKAWLDITRGKEPYTKKALKYFEEGLQDGNDTFALLGKAQCLEMRQNYSGALETVNQIIVNFPSFLPAFVKKMKLQLALQDWDQTVETAQRLLLQDSQNVEALRMQALYYVCREGDIEKASTKLENLGNTLDAMEPQNAQLFYNITLAFSRTCG.... Result: 1 (interaction). (5) Result: 0 (no interaction). The protein sequence of the target gene is MRLLGAAAVAALGRGRAPASLGWQRKQVNWKACRWSSSGVIPNEKIRNIGISAHIDSGKTTLTERVLYYTGRIAKMHEVKGKDGVGAVMDSMELERQRGITIQSAATYTMWKDVNINIIDTPGHVDFTIEVERALRVLDGAVLVLCAVGGVQCQTMTVNRQMKRYNVPFLTFINKLDRMGSNPARALQQMRSKLNHNAAFMQIPMGLEGNFKGIVDLIEERAIYFDGDFGQIVRYGEIPAELRAAATDHRQELIECVANSDEQLGEMFLEEKIPSISDLKLAIRRATLKRSFTPVFLGSA.... The miRNA is mmu-miR-1912-5p with sequence UGCUCAUUGCAUGGGCUGUGUA.